From a dataset of Catalyst prediction with 721,799 reactions and 888 catalyst types from USPTO. Predict which catalyst facilitates the given reaction. (1) Product: [N:20]1[CH:21]=[CH:22][CH:23]=[N:24][C:19]=1[N:9]1[C:10]2=[N:11][CH:12]=[N:13][C:14]([NH2:16])=[C:15]2[C:7]([C:4]2[CH:3]=[CH:2][C:1]([CH3:17])=[CH:6][CH:5]=2)=[N:8]1. Reactant: [C:1]1([CH3:17])[CH:6]=[CH:5][C:4]([C:7]2[C:15]3[C:10](=[N:11][CH:12]=[N:13][C:14]=3[NH2:16])[NH:9][N:8]=2)=[CH:3][CH:2]=1.Cl[C:19]1[N:24]=[CH:23][CH:22]=[CH:21][N:20]=1.C(=O)([O-])[O-].[K+].[K+].O. The catalyst class is: 16. (2) Reactant: [C:1]([C:3]1[N:4]([CH2:10][CH2:11][CH2:12][C:13](=[O:15])[CH3:14])[C:5]([CH3:9])=[C:6]([CH3:8])[N:7]=1)#[N:2].[K]. Product: [C:13]([C:12]1[CH2:11][CH2:10][N:4]2[C:5]([CH3:9])=[C:6]([CH3:8])[N:7]=[C:3]2[C:1]=1[NH2:2])(=[O:15])[CH3:14]. The catalyst class is: 7.